This data is from Reaction yield outcomes from USPTO patents with 853,638 reactions. The task is: Predict the reaction yield, written as a fraction of the theoretical maximum amount of product (1.0 means a 100% yield; for example, 0.34 means a 34% yield). (1) The reactants are [C:1]1([N:7]2[C:11]([B:12]([OH:14])[OH:13])=[CH:10][CH:9]=[N:8]2)[CH:6]=[CH:5][CH:4]=[CH:3][CH:2]=1.O[C:16]([C:19](O)([CH3:21])[CH3:20])([CH3:18])[CH3:17]. The catalyst is C1(C)C=CC=CC=1. The product is [C:1]1([N:7]2[C:11]([B:12]3[O:13][C:19]([CH3:21])([CH3:20])[C:16]([CH3:18])([CH3:17])[O:14]3)=[CH:10][CH:9]=[N:8]2)[CH:2]=[CH:3][CH:4]=[CH:5][CH:6]=1. The yield is 0.640. (2) The yield is 0.800. The reactants are [O:1]1[C:5]2[CH:6]=[CH:7][C:8]([CH2:10][C:11]#N)=[CH:9][C:4]=2[O:3][CH2:2]1.Br[CH2:14][CH2:15]Cl.[OH-:17].[Na+].[OH2:19]. The catalyst is [Cl-].C([N+](CC)(CC)CC)C1C=CC=CC=1. The product is [O:1]1[C:5]2[CH:6]=[CH:7][C:8]([C:10]3([C:11]([OH:19])=[O:17])[CH2:15][CH2:14]3)=[CH:9][C:4]=2[O:3][CH2:2]1. (3) The reactants are Br[C:2]1[CH:3]=[C:4]2[C:9](=[CH:10][C:11]=1[O:12][CH2:13][CH2:14][CH2:15][CH2:16][CH2:17][CH3:18])[C:8]([CH3:20])([CH3:19])[CH2:7][CH:6]=[C:5]2[CH3:21].CC([O-])(C)C.[Na+].[NH2:28][C:29]1[CH:39]=[CH:38][C:32]([C:33]([O:35][CH2:36][CH3:37])=[O:34])=[CH:31][CH:30]=1. The catalyst is C1C=CC(P(C2C=CC=CC=2)[C-]2C=CC=C2)=CC=1.C1C=CC(P(C2C=CC=CC=2)[C-]2C=CC=C2)=CC=1.Cl[Pd]Cl.[Fe+2].C1C=CC(P(C2C=CC=CC=2)[C-]2C=CC=C2)=CC=1.C1C=CC(P(C2C=CC=CC=2)[C-]2C=CC=C2)=CC=1.[Fe+2].C1(C)C=CC=CC=1. The product is [CH2:13]([O:12][C:11]1[C:2]([NH:28][C:29]2[CH:30]=[CH:31][C:32]([C:33]([O:35][CH2:36][CH3:37])=[O:34])=[CH:38][CH:39]=2)=[CH:3][C:4]2[C:5]([CH3:21])=[CH:6][CH2:7][C:8]([CH3:20])([CH3:19])[C:9]=2[CH:10]=1)[CH2:14][CH2:15][CH2:16][CH2:17][CH3:18]. The yield is 0.150. (4) The reactants are [NH2:1][C:2]1[N:6]([CH2:7][C:8]2[CH:9]=[C:10]([C:14]3[CH:19]=[CH:18][C:17](=[O:20])[N:16]([CH2:21][C:22]4[CH:23]=[C:24]([CH:29]=[CH:30][CH:31]=4)[C:25]([O:27]C)=[O:26])[N:15]=3)[CH:11]=[CH:12][CH:13]=2)[C:5]2[CH:32]=[CH:33][CH:34]=[CH:35][C:4]=2[N:3]=1.O.[OH-].[Li+:38].O. The product is [NH2:1][C:2]1[N:6]([CH2:7][C:8]2[CH:9]=[C:10]([C:14]3[CH:19]=[CH:18][C:17](=[O:20])[N:16]([CH2:21][C:22]4[CH:23]=[C:24]([CH:29]=[CH:30][CH:31]=4)[C:25]([O-:27])=[O:26])[N:15]=3)[CH:11]=[CH:12][CH:13]=2)[C:5]2[CH:32]=[CH:33][CH:34]=[CH:35][C:4]=2[N:3]=1.[Li+:38]. The catalyst is C1COCC1. The yield is 0.780. (5) The reactants are [CH3:1][O:2][C:3]1[C:4](=[O:24])[C:5](C(O)=O)=[N:6][N:7]([C:9]2[C:19]([F:20])=[CH:18][C:12]3[O:13][C:14]([F:17])([F:16])[O:15][C:11]=3[CH:10]=2)[CH:8]=1.C1C=CC(P([N:39]=[N+]=[N-])(C2C=CC=CC=2)=O)=CC=1.CCN(CC)CC.[OH-].[Na+]. The catalyst is C1(C)C=CC=CC=1. The product is [NH2:39][C:5]1[C:4](=[O:24])[C:3]([O:2][CH3:1])=[CH:8][N:7]([C:9]2[C:19]([F:20])=[CH:18][C:12]3[O:13][C:14]([F:17])([F:16])[O:15][C:11]=3[CH:10]=2)[N:6]=1. The yield is 0.650. (6) The reactants are [C:1]([NH:8][C@@H:9]([CH2:13][C:14]1[CH:21]=[C:19]([OH:20])[C:17]([OH:18])=[CH:16][CH:15]=1)[C:10]([OH:12])=[O:11])([O:3][C:4]([CH3:7])([CH3:6])[CH3:5])=[O:2].[OH-].[CH2:23]([N+:27]([CH2:36][CH2:37][CH2:38][CH3:39])([CH2:32][CH2:33][CH2:34][CH3:35])[CH2:28][CH2:29][CH2:30][CH3:31])[CH2:24][CH2:25][CH3:26]. The catalyst is CO. The product is [CH2:36]([N+:27]([CH2:23][CH2:24][CH2:25][CH3:26])([CH2:28][CH2:29][CH2:30][CH3:31])[CH2:32][CH2:33][CH2:34][CH3:35])[CH2:37][CH2:38][CH3:39].[OH:20][C:19]1[CH:21]=[C:14]([CH2:13][C@H:9]([NH:8][C:1]([O:3][C:4]([CH3:7])([CH3:6])[CH3:5])=[O:2])[C:10]([O-:12])=[O:11])[CH:15]=[CH:16][C:17]=1[OH:18]. The yield is 0.830. (7) The reactants are [C:1]([C:4]1([C:10]([O:12][CH2:13][CH3:14])=[O:11])[CH2:9][O:8][CH2:7][O:6][CH2:5]1)(=[O:3])[CH3:2].[BH4-].[Na+]. The catalyst is C(O)C. The product is [OH:3][CH:1]([C:4]1([C:10]([O:12][CH2:13][CH3:14])=[O:11])[CH2:9][O:8][CH2:7][O:6][CH2:5]1)[CH3:2]. The yield is 0.840. (8) The reactants are [Cl:1][C:2]1[CH:13]=[CH:12][C:5]2[NH:6][C:7](=[O:11])[O:8][C:9](=[O:10])[C:4]=2[CH:3]=1.[H-].[Na+].[F:16][C:17]1[CH:24]=[CH:23][C:20]([CH2:21]Br)=[CH:19][CH:18]=1. The catalyst is CN(C=O)C. The product is [Cl:1][C:2]1[CH:13]=[CH:12][C:5]2[N:6]([CH2:21][C:20]3[CH:23]=[CH:24][C:17]([F:16])=[CH:18][CH:19]=3)[C:7](=[O:11])[O:8][C:9](=[O:10])[C:4]=2[CH:3]=1. The yield is 0.960. (9) The reactants are [NH2:1][C:2]1[CH:10]=[C:9]2[C:5]([CH2:6][O:7][C:8]2=[C:11]2[C:19]3[C:14](=[CH:15][CH:16]=[C:17]([Cl:20])[CH:18]=3)[NH:13][C:12]2=[O:21])=[CH:4][CH:3]=1.[Br:22][CH2:23][C:24](O[C:24](=[O:25])[CH2:23][Br:22])=[O:25].O. The catalyst is C1COCC1. The product is [Br:22][CH2:23][C:24]([NH:1][C:2]1[CH:10]=[C:9]2[C:5](=[CH:4][CH:3]=1)[CH2:6][O:7][C:8]2=[C:11]1[C:19]2[C:14](=[CH:15][CH:16]=[C:17]([Cl:20])[CH:18]=2)[NH:13][C:12]1=[O:21])=[O:25]. The yield is 0.940.